Dataset: Catalyst prediction with 721,799 reactions and 888 catalyst types from USPTO. Task: Predict which catalyst facilitates the given reaction. (1) Reactant: [CH2:1]([O:3][C:4]([C:6]1([NH:11][C:12]([CH:14]2[CH2:18][CH:17]([OH:19])[CH2:16][NH:15]2)=[O:13])[CH2:8][CH:7]1[CH:9]=[CH2:10])=[O:5])[CH3:2].N1C=CN=C1.[CH3:25][C:26]([Si:29](Cl)([CH3:31])[CH3:30])([CH3:28])[CH3:27]. Product: [CH2:1]([O:3][C:4]([C:6]1([NH:11][C:12]([CH:14]2[CH2:18][CH:17]([O:19][Si:29]([C:26]([CH3:28])([CH3:27])[CH3:25])([CH3:31])[CH3:30])[CH2:16][NH:15]2)=[O:13])[CH2:8][CH:7]1[CH:9]=[CH2:10])=[O:5])[CH3:2]. The catalyst class is: 2. (2) Reactant: [N+:1]([C:4]1[CH:5]=[C:6]2[C:10](=[CH:11][CH:12]=1)[C:9](=[O:13])[NH:8][C:7]2=[O:14])([O-:3])=[O:2].Br[CH2:16][C:17]([O:19][CH2:20][C:21]1[CH:26]=[CH:25][CH:24]=[CH:23][CH:22]=1)=[O:18].C([O-])([O-])=O.[K+].[K+]. Product: [N+:1]([C:4]1[CH:5]=[C:6]2[C:10](=[CH:11][CH:12]=1)[C:9](=[O:13])[N:8]([CH2:16][C:17]([O:19][CH2:20][C:21]1[CH:26]=[CH:25][CH:24]=[CH:23][CH:22]=1)=[O:18])[C:7]2=[O:14])([O-:3])=[O:2]. The catalyst class is: 3. (3) Reactant: [N:1]1[C:10]2C(=[CH:6][CH:7]=[C:8]3[CH:14]=[CH:13][CH:12]=[CH:11][C:9]3=2)C=C[CH:2]=1.CI.C[O:18]C1C=NC2C(C=1)=CC=C1C=CC=CC=21.[CH2:33]([Li])[CH2:34][CH2:35][CH3:36].[NH4+].[Cl-]. Product: [CH3:2][N:1]1[C:10]2[C:36](=[CH:6][CH:7]=[C:8]3[CH:14]=[CH:13][CH:12]=[CH:11][C:9]3=2)[CH:35]=[CH:34][CH:33]1[OH:18]. The catalyst class is: 49. (4) Reactant: Cl.Cl.[CH:3]1([NH:6][C:7]([NH:9][C:10]2[CH:15]=[CH:14][C:13]([O:16][C:17]3[CH:22]=[CH:21][N:20]=[C:19]4[CH:23]=[C:24]([C:26]5[CH2:27][CH2:28][NH:29][CH2:30][CH:31]=5)[S:25][C:18]=34)=[C:12]([F:32])[CH:11]=2)=[O:8])[CH2:5][CH2:4]1.C([O-])([O-])=O.[K+].[K+].[CH3:39][S:40]([O-])(=[O:42])=[O:41]. Product: [CH:3]1([NH:6][C:7]([NH:9][C:10]2[CH:15]=[CH:14][C:13]([O:16][C:17]3[CH:22]=[CH:21][N:20]=[C:19]4[CH:23]=[C:24]([C:26]5[CH2:27][CH2:28][N:29]([S:40]([CH3:39])(=[O:42])=[O:41])[CH2:30][CH:31]=5)[S:25][C:18]=34)=[C:12]([F:32])[CH:11]=2)=[O:8])[CH2:5][CH2:4]1. The catalyst class is: 18. (5) Reactant: [CH2:1]([O:3][CH2:4][C:5]([NH:7][C:8]1[CH:9]=[N:10][C:11]2[C:16]([C:17]=1[NH:18][N:19]1[CH2:24][CH2:23][O:22][CH2:21][CH2:20]1)=[CH:15][CH:14]=[CH:13][CH:12]=2)=O)[CH3:2].Cl.N1C=CC=CC=1.CO. Product: [CH2:1]([O:3][CH2:4][C:5]1[N:18]([N:19]2[CH2:24][CH2:23][O:22][CH2:21][CH2:20]2)[C:17]2[C:16]3[CH:15]=[CH:14][CH:13]=[CH:12][C:11]=3[N:10]=[CH:9][C:8]=2[N:7]=1)[CH3:2]. The catalyst class is: 648. (6) Reactant: [C:1]([O:6][C:7]1([CH2:17][CH3:18])[CH:14]2[CH2:15][CH:10]3[CH2:11][CH:12]([CH2:16][CH:8]1[CH2:9]3)[CH2:13]2)(=[O:5])[C:2]([CH3:4])=[CH2:3].[C:19]([O:22][C:23]1[CH:30]=[CH:29][C:26]([CH:27]=[CH2:28])=[CH:25][CH:24]=1)(=[O:21])[CH3:20]. Product: [C:1]([O:6][C:7]1([CH2:17][CH3:18])[CH:8]2[CH2:16][CH:12]3[CH2:11][CH:10]([CH2:15][CH:14]1[CH2:13]3)[CH2:9]2)(=[O:5])[C:2]([CH3:4])=[CH2:3].[C:19]([O:22][C:23]1[CH:30]=[CH:29][C:26]([CH:27]=[CH2:28])=[CH:25][CH:24]=1)(=[O:21])[CH3:20]. The catalyst class is: 5.